The task is: Predict the reactants needed to synthesize the given product.. This data is from Retrosynthesis with 50K atom-mapped reactions and 10 reaction types from USPTO. (1) Given the product CCCCCCCCCCc1ccc(-c2cnc(-c3ccc(OCCCCCC)nc3)nc2)c(F)c1F, predict the reactants needed to synthesize it. The reactants are: CCCCCCCCCCc1ccc(B(O)O)c(F)c1F.CCCCCCOc1ccc(-c2ncc(Br)cn2)cn1. (2) Given the product CN(C)CCNC(=O)Nc1ccc(-c2nc(N3CCOCC3)c3nnn(C4CCN(Cc5ccc(F)cc5)CC4)c3n2)cc1, predict the reactants needed to synthesize it. The reactants are: CN(C)CCNC(=O)Nc1ccc(-c2nc(N3CCOCC3)c3nnn(C4CCNCC4)c3n2)cc1.O=Cc1ccc(F)cc1. (3) Given the product CN1CCC(Oc2ccc(-c3n[nH]c4ccc(C(=O)N[C@H](c5ccccc5)C5CC5)cc34)cc2)CC1, predict the reactants needed to synthesize it. The reactants are: CN1CCC(Oc2ccc(B3OC(C)(C)C(C)(C)O3)cc2)CC1.O=C(N[C@H](c1ccccc1)C1CC1)c1ccc2[nH]nc(I)c2c1. (4) Given the product COc1cc([N+](=O)[O-])cc(S(=O)(=O)C2CC2)c1, predict the reactants needed to synthesize it. The reactants are: COc1cc(Br)cc([N+](=O)[O-])c1.O=S([O-])C1CC1. (5) Given the product Cn1c(C#N)ccc1-c1ccc(NC(=O)c2ccco2)cc1, predict the reactants needed to synthesize it. The reactants are: Cn1c(C#N)ccc1-c1ccc(N)cc1.O=C(Cl)c1ccco1. (6) The reactants are: CC1CNCC(C)O1.O=Cc1cc(I)c(F)c(F)c1F. Given the product C[C@H]1CN(c2c(C=O)cc(I)c(F)c2F)C[C@@H](C)O1, predict the reactants needed to synthesize it. (7) Given the product O=C(O)c1[nH]c(=O)n2c1CN=C(c1ccccc1Cl)c1cc(Cl)ccc1-2, predict the reactants needed to synthesize it. The reactants are: COC(=O)c1[nH]c(=O)n2c1CN=C(c1ccccc1Cl)c1cc(Cl)ccc1-2.